From a dataset of NCI-60 drug combinations with 297,098 pairs across 59 cell lines. Regression. Given two drug SMILES strings and cell line genomic features, predict the synergy score measuring deviation from expected non-interaction effect. (1) Drug 1: CC12CCC(CC1=CCC3C2CCC4(C3CC=C4C5=CN=CC=C5)C)O. Drug 2: CN(C)N=NC1=C(NC=N1)C(=O)N. Cell line: NCI-H460. Synergy scores: CSS=1.72, Synergy_ZIP=-1.65, Synergy_Bliss=-0.304, Synergy_Loewe=-3.03, Synergy_HSA=-1.60. (2) Drug 1: CS(=O)(=O)C1=CC(=C(C=C1)C(=O)NC2=CC(=C(C=C2)Cl)C3=CC=CC=N3)Cl. Drug 2: C1=CC=C(C=C1)NC(=O)CCCCCCC(=O)NO. Cell line: MOLT-4. Synergy scores: CSS=33.2, Synergy_ZIP=-7.03, Synergy_Bliss=-2.61, Synergy_Loewe=-18.4, Synergy_HSA=-3.21.